Dataset: Reaction yield outcomes from USPTO patents with 853,638 reactions. Task: Predict the reaction yield, written as a fraction of the theoretical maximum amount of product (1.0 means a 100% yield; for example, 0.34 means a 34% yield). (1) The reactants are CC1C=C(N2CCN(CCOC3C=CC=CC=3)C2=O)SC=1C(O)=O.[F:25][C:26]1[CH:47]=[CH:46][C:29]([CH2:30][N:31]2[CH2:35][CH2:34][N:33]([C:36]3[S:40][C:39]([C:41]([OH:43])=O)=[C:38]([CH3:44])[CH:37]=3)[C:32]2=[O:45])=[CH:28][CH:27]=1.[CH3:48][C:49]1[CH:50]=[C:51]([CH2:54][NH2:55])[S:52][CH:53]=1. No catalyst specified. The product is [F:25][C:26]1[CH:47]=[CH:46][C:29]([CH2:30][N:31]2[CH2:35][CH2:34][N:33]([C:36]3[S:40][C:39]([C:41]([NH:55][CH2:54][C:51]4[S:52][CH:53]=[C:49]([CH3:48])[CH:50]=4)=[O:43])=[C:38]([CH3:44])[CH:37]=3)[C:32]2=[O:45])=[CH:28][CH:27]=1. The yield is 0.800. (2) The reactants are [C:1]([O:5][C:6]([NH:8][C@@H:9]([CH2:13][O:14][C:15]1[CH:20]=[CH:19][CH:18]=[CH:17][C:16]=1[N+:21]([O-])=O)[C:10]([OH:12])=[O:11])=[O:7])([CH3:4])([CH3:3])[CH3:2]. The catalyst is CO.C(Cl)Cl.[Pd]. The product is [NH2:21][C:16]1[CH:17]=[CH:18][CH:19]=[CH:20][C:15]=1[O:14][CH2:13][C@H:9]([NH:8][C:6]([O:5][C:1]([CH3:2])([CH3:3])[CH3:4])=[O:7])[C:10]([OH:12])=[O:11]. The yield is 0.970. (3) The product is [CH2:11]([N:6]1[C:5]2[C:4](=[O:18])[NH:3][C:2](=[O:20])[NH:10][C:9]=2[N:8]=[CH:7]1)[C:12]1[CH:17]=[CH:16][CH:15]=[CH:14][CH:13]=1. The reactants are N[C:2]1[NH:10][C:9]2[N:8]=[CH:7][N:6]([CH2:11][C:12]3[CH:17]=[CH:16][CH:15]=[CH:14][CH:13]=3)[C:5]=2[C:4](=[O:18])[N:3]=1.N([O-])=[O:20].[Na+]. The catalyst is C(O)(=O)C.O. The yield is 0.797. (4) The reactants are O=O.[C:3]([O:7][C:8]([N:10]1[CH2:15][CH2:14][C:13]([C:16]2[CH:21]=[CH:20][CH:19]=[CH:18][C:17]=2[CH3:22])=[C:12]([C:23]([OH:25])=[O:24])[CH2:11]1)=[O:9])([CH3:6])([CH3:5])[CH3:4].C(N(CC)CC)C.[H][H]. The catalyst is COC(C)(C)C.CO. The product is [C:3]([O:7][C:8]([N:10]1[CH2:15][CH2:14][CH:13]([C:16]2[CH:21]=[CH:20][CH:19]=[CH:18][C:17]=2[CH3:22])[CH:12]([C:23]([OH:25])=[O:24])[CH2:11]1)=[O:9])([CH3:6])([CH3:4])[CH3:5]. The yield is 0.750.